From a dataset of Reaction yield outcomes from USPTO patents with 853,638 reactions. Predict the reaction yield, written as a fraction of the theoretical maximum amount of product (1.0 means a 100% yield; for example, 0.34 means a 34% yield). (1) The reactants are [NH2:1][C:2]1[S:3][C:4]2[NH:5][C:6](=[O:12])[C:7]([Br:11])=[CH:8][C:9]=2[N:10]=1.C(=O)([O-])[O-].[Cs+].[Cs+].Br[CH:20]([CH3:22])[CH3:21]. The catalyst is CN(C=O)C. The product is [Br:11][C:7]1[CH:8]=[C:9]2[N:10]=[C:2]([NH2:1])[S:3][C:4]2=[N:5][C:6]=1[O:12][CH:20]([CH3:22])[CH3:21]. The yield is 0.418. (2) The reactants are [CH2:1]([O:3][C:4]1[CH:8]=[C:7]([NH:9][C:10](=[O:18])[O:11][C:12]2[CH:17]=[CH:16][CH:15]=[CH:14][CH:13]=2)[N:6]([C:19]2[CH:24]=[CH:23][CH:22]=[CH:21][CH:20]=2)[N:5]=1)[CH3:2].CC1C=CC(S([O-])(=O)=O)=CC=1.[NH+]1C=CC=CC=1.[Cl:42]N1C(=O)CCC1=O. The catalyst is C(Cl)Cl. The product is [Cl:42][C:8]1[C:4]([O:3][CH2:1][CH3:2])=[N:5][N:6]([C:19]2[CH:24]=[CH:23][CH:22]=[CH:21][CH:20]=2)[C:7]=1[NH:9][C:10](=[O:18])[O:11][C:12]1[CH:17]=[CH:16][CH:15]=[CH:14][CH:13]=1. The yield is 0.750. (3) The reactants are Br[C:2]1[C:10]([O:11][CH3:12])=[CH:9][C:8]([O:13][CH3:14])=[C:7]2[C:3]=1[CH2:4][N:5]([CH2:15][C:16]1[CH:21]=[CH:20][C:19]([Cl:22])=[CH:18][CH:17]=1)[CH2:6]2.C([SnH](CCCC)CCCC)CCC.[F-].[K+]. The catalyst is C1C=CC=CC=1. The product is [CH3:12][O:11][C:10]1[CH:2]=[C:3]2[C:7](=[C:8]([O:13][CH3:14])[CH:9]=1)[CH2:6][N:5]([CH2:15][C:16]1[CH:21]=[CH:20][C:19]([Cl:22])=[CH:18][CH:17]=1)[CH2:4]2. The yield is 0.440.